Task: Regression. Given a peptide amino acid sequence and an MHC pseudo amino acid sequence, predict their binding affinity value. This is MHC class I binding data.. Dataset: Peptide-MHC class I binding affinity with 185,985 pairs from IEDB/IMGT The binding affinity (normalized) is 0.0847. The peptide sequence is KACDLAMCY. The MHC is HLA-B51:01 with pseudo-sequence HLA-B51:01.